The task is: Regression. Given two drug SMILES strings and cell line genomic features, predict the synergy score measuring deviation from expected non-interaction effect.. This data is from NCI-60 drug combinations with 297,098 pairs across 59 cell lines. (1) Drug 1: CC1C(C(CC(O1)OC2CC(CC3=C2C(=C4C(=C3O)C(=O)C5=C(C4=O)C(=CC=C5)OC)O)(C(=O)CO)O)N)O.Cl. Drug 2: CN(C)C1=NC(=NC(=N1)N(C)C)N(C)C. Cell line: U251. Synergy scores: CSS=9.84, Synergy_ZIP=-1.76, Synergy_Bliss=0.103, Synergy_Loewe=-1.26, Synergy_HSA=-2.97. (2) Synergy scores: CSS=19.4, Synergy_ZIP=-3.67, Synergy_Bliss=4.85, Synergy_Loewe=2.71, Synergy_HSA=6.14. Cell line: NCI-H460. Drug 2: C1=NC2=C(N1)C(=S)N=CN2. Drug 1: C1CC(=O)NC(=O)C1N2CC3=C(C2=O)C=CC=C3N. (3) Drug 1: CC1=C(C(=CC=C1)Cl)NC(=O)C2=CN=C(S2)NC3=CC(=NC(=N3)C)N4CCN(CC4)CCO. Drug 2: CN(CC1=CN=C2C(=N1)C(=NC(=N2)N)N)C3=CC=C(C=C3)C(=O)NC(CCC(=O)O)C(=O)O. Cell line: NCI-H522. Synergy scores: CSS=26.7, Synergy_ZIP=1.20, Synergy_Bliss=-0.465, Synergy_Loewe=-18.0, Synergy_HSA=-2.33. (4) Drug 1: CC12CCC3C(C1CCC2=O)CC(=C)C4=CC(=O)C=CC34C. Drug 2: C1CN1P(=S)(N2CC2)N3CC3. Cell line: DU-145. Synergy scores: CSS=68.8, Synergy_ZIP=-7.86, Synergy_Bliss=-3.07, Synergy_Loewe=-8.48, Synergy_HSA=-0.879. (5) Drug 1: CCN(CC)CCNC(=O)C1=C(NC(=C1C)C=C2C3=C(C=CC(=C3)F)NC2=O)C. Drug 2: COC1=C2C(=CC3=C1OC=C3)C=CC(=O)O2. Cell line: HS 578T. Synergy scores: CSS=12.2, Synergy_ZIP=-3.92, Synergy_Bliss=-3.23, Synergy_Loewe=1.30, Synergy_HSA=-0.00562. (6) Drug 1: CC1OCC2C(O1)C(C(C(O2)OC3C4COC(=O)C4C(C5=CC6=C(C=C35)OCO6)C7=CC(=C(C(=C7)OC)O)OC)O)O. Drug 2: CCCCCOC(=O)NC1=NC(=O)N(C=C1F)C2C(C(C(O2)C)O)O. Cell line: NCI-H226. Synergy scores: CSS=20.7, Synergy_ZIP=-0.603, Synergy_Bliss=3.07, Synergy_Loewe=-2.48, Synergy_HSA=3.79. (7) Synergy scores: CSS=22.0, Synergy_ZIP=-1.77, Synergy_Bliss=0.653, Synergy_Loewe=-1.28, Synergy_HSA=-1.39. Cell line: BT-549. Drug 2: CC(C)CN1C=NC2=C1C3=CC=CC=C3N=C2N. Drug 1: CN(CCCl)CCCl.Cl. (8) Drug 1: C1=NC2=C(N1)C(=S)N=CN2. Drug 2: C1C(C(OC1N2C=NC3=C2NC=NCC3O)CO)O. Cell line: K-562. Synergy scores: CSS=39.1, Synergy_ZIP=3.60, Synergy_Bliss=-3.57, Synergy_Loewe=-32.8, Synergy_HSA=-12.7. (9) Drug 1: C1=NC2=C(N=C(N=C2N1C3C(C(C(O3)CO)O)F)Cl)N. Drug 2: C1=NC(=NC(=O)N1C2C(C(C(O2)CO)O)O)N. Cell line: MCF7. Synergy scores: CSS=15.7, Synergy_ZIP=0.347, Synergy_Bliss=1.43, Synergy_Loewe=4.44, Synergy_HSA=3.72.